From a dataset of Full USPTO retrosynthesis dataset with 1.9M reactions from patents (1976-2016). Predict the reactants needed to synthesize the given product. Given the product [C:26]1([CH3:33])[CH:27]=[C:28]([CH3:32])[CH:29]=[C:30]([CH3:31])[C:25]=1[N:22]1[C:16]2[C:17](=[O:21])[N:18]([CH3:20])[N:19]=[C:14]([O:10][CH:7]([C:1]3[CH:6]=[CH:5][CH:4]=[CH:3][CH:2]=3)[CH2:8][CH3:9])[C:15]=2[CH:24]=[CH:23]1, predict the reactants needed to synthesize it. The reactants are: [C:1]1([CH:7]([OH:10])[CH2:8][CH3:9])[CH:6]=[CH:5][CH:4]=[CH:3][CH:2]=1.[H-].[Na+].Cl[C:14]1[C:15]2[CH:24]=[CH:23][N:22]([C:25]3[C:30]([CH3:31])=[CH:29][C:28]([CH3:32])=[CH:27][C:26]=3[CH3:33])[C:16]=2[C:17](=[O:21])[N:18]([CH3:20])[N:19]=1.